Dataset: Reaction yield outcomes from USPTO patents with 853,638 reactions. Task: Predict the reaction yield, written as a fraction of the theoretical maximum amount of product (1.0 means a 100% yield; for example, 0.34 means a 34% yield). (1) The reactants are S1[CH:5]=[CH:4][N:3]=[C:2]1[CH:6]=O.[NH:8]1[CH:12]=[CH:11][CH:10]=[CH:9]1.[C:13](O)(C(F)(F)F)=O. The catalyst is C(Cl)Cl. The product is [CH:5]1[CH:6]=[C:2]([CH2:13][C:12]2[NH:8][CH:9]=[CH:10][CH:11]=2)[NH:3][CH:4]=1. The yield is 0.620. (2) The reactants are C(OC([NH:8][CH2:9][CH:10]1[CH2:15][CH2:14][N:13]([C:16]2[N:20]([CH3:21])[N:19]=[CH:18][C:17]=2[NH:22][C:23]([C:25]2[N:26]=[C:27](Br)[S:28][C:29]=2[NH:30]C(=O)OC(C)(C)C)=[O:24])[CH2:12][CH2:11]1)=O)CCC.[C:39]([C:41]1[CH:42]=[CH:43][C:44]([F:50])=[C:45](B(O)O)[CH:46]=1)#[N:40]. No catalyst specified. The product is [NH2:30][C:29]1[S:28][C:27]([C:43]2[CH:42]=[C:41]([C:39]#[N:40])[CH:46]=[CH:45][C:44]=2[F:50])=[N:26][C:25]=1[C:23]([NH:22][C:17]1[CH:18]=[N:19][N:20]([CH3:21])[C:16]=1[N:13]1[CH2:14][CH2:15][CH:10]([CH2:9][NH2:8])[CH2:11][CH2:12]1)=[O:24]. The yield is 0.350. (3) The reactants are C([N:3](CC)CC)C.ClC(OCC)=O.[C:14]([CH2:17][N:18]1[C:27]2[C:22](=[CH:23][CH:24]=[CH:25][CH:26]=2)[CH2:21][CH:20]([NH:28][C:29]([C:31]2[NH:35][C:34]3[S:36][C:37]([Cl:39])=[CH:38][C:33]=3[CH:32]=2)=[O:30])[C:19]1=[O:40])([OH:16])=O.N. The catalyst is C1COCC1.CCOC(C)=O.O. The product is [Cl:39][C:37]1[S:36][C:34]2[NH:35][C:31]([C:29]([NH:28][CH:20]3[CH2:21][C:22]4[C:27](=[CH:26][CH:25]=[CH:24][CH:23]=4)[N:18]([CH2:17][C:14](=[O:16])[NH2:3])[C:19]3=[O:40])=[O:30])=[CH:32][C:33]=2[CH:38]=1. The yield is 0.560. (4) The reactants are [CH:1]1N=C[N:3]([C:6]([N:8]2C=N[CH:10]=[CH:9]2)=[O:7])[CH:2]=1.[C:13]([C:17]1[CH:18]=[CH:19][C:20]([C:24]2[CH:28]=[C:27]([CH3:29])[NH:26][C:25]=2[CH3:30])=C(C=1)N)([CH3:16])([CH3:15])[CH3:14].[CH3:31][NH:32][C:33]([C:35]1[CH:40]=[C:39]([O:41][C:42]2[CH:48]=CC(N)=[CH:44][CH:43]=2)[CH:38]=[CH:37][N:36]=1)=[O:34]. The catalyst is C(Cl)Cl.CCOC(C)=O. The product is [C:13]([C:17]1[CH:18]=[CH:19][C:20]([C:24]2[CH:28]=[C:27]([CH3:29])[NH:26][C:25]=2[CH3:30])=[C:9]([NH:8][C:6]([NH:3][C:2]2[CH:1]=[CH:48][C:42]([O:41][C:39]3[CH:38]=[CH:37][N:36]=[C:35]([C:33](=[O:34])[NH:32][CH3:31])[CH:40]=3)=[CH:43][CH:44]=2)=[O:7])[CH:10]=1)([CH3:14])([CH3:15])[CH3:16]. The yield is 0.240. (5) The reactants are [NH2:1][CH2:2][CH2:3][N:4]([S:28]([CH3:31])(=[O:30])=[O:29])[C:5]1[C:6]([CH:25]2[CH2:27][CH2:26]2)=[CH:7][C:8]2[C:12]([CH:13]=1)=[N:11][N:10]([C:14]1[CH:19]=[CH:18][C:17]([Br:20])=[CH:16][CH:15]=1)[C:9]=2[C:21]([NH:23][CH3:24])=[O:22].[NH:32]1[C:36]([CH2:37][C:38](O)=[O:39])=[N:35][N:34]=[N:33]1.CN(C(ON1N=NC2C=CC=NC1=2)=[N+](C)C)C.F[P-](F)(F)(F)(F)F.CCN(C(C)C)C(C)C. The catalyst is CN(C=O)C.C(OCC)(=O)C. The product is [Br:20][C:17]1[CH:16]=[CH:15][C:14]([N:10]2[C:9]([C:21]([NH:23][CH3:24])=[O:22])=[C:8]3[C:12]([CH:13]=[C:5]([N:4]([S:28]([CH3:31])(=[O:29])=[O:30])[CH2:3][CH2:2][NH:1][C:38](=[O:39])[CH2:37][C:36]4[N:32]=[N:33][NH:34][N:35]=4)[C:6]([CH:25]4[CH2:26][CH2:27]4)=[CH:7]3)=[N:11]2)=[CH:19][CH:18]=1. The yield is 0.410. (6) The reactants are Br[C:2]1[CH:3]=[CH:4][C:5]2[C:11]3[S:12][C:13]([C:15]([N:17]([C:19]4[CH:24]=[CH:23][C:22]([C:25](=[O:29])[N:26]([CH3:28])[CH3:27])=[CH:21][C:20]=4[Cl:30])[CH3:18])=[O:16])=[CH:14][C:10]=3[CH2:9][CH2:8][O:7][C:6]=2[CH:31]=1.[CH3:32][OH:33].CN([CH:37]=[O:38])C. The catalyst is C1C=CC(P(C2C=CC=CC=2)[C-]2C=CC=C2)=CC=1.C1C=CC(P(C2C=CC=CC=2)[C-]2C=CC=C2)=CC=1.[Fe+2].CC([O-])=O.CC([O-])=O.[Pd+2]. The product is [Cl:30][C:20]1[CH:21]=[C:22]([C:25](=[O:29])[N:26]([CH3:28])[CH3:27])[CH:23]=[CH:24][C:19]=1[N:17]([CH3:18])[C:15]([C:13]1[S:12][C:11]2[C:5]3[CH:4]=[CH:3][C:2]([C:32]([O:38][CH3:37])=[O:33])=[CH:31][C:6]=3[O:7][CH2:8][CH2:9][C:10]=2[CH:14]=1)=[O:16]. The yield is 0.890. (7) The reactants are C([O:3][C:4](=O)[CH2:5][CH2:6][CH2:7][NH:8][C:9]1[CH:14]=[CH:13][C:12]([CH2:15][CH2:16][CH2:17][CH2:18][NH:19][C:20]([O:22][C:23]([CH3:26])([CH3:25])[CH3:24])=[O:21])=[CH:11][CH:10]=1)C.[NH3:28]. The catalyst is CO. The product is [C:23]([O:22][C:20](=[O:21])[NH:19][CH2:18][CH2:17][CH2:16][CH2:15][C:12]1[CH:13]=[CH:14][C:9]([NH:8][CH2:7][CH2:6][CH2:5][C:4](=[O:3])[NH2:28])=[CH:10][CH:11]=1)([CH3:26])([CH3:25])[CH3:24]. The yield is 0.560. (8) The reactants are [C:1]1([Li])[CH:6]=[CH:5][CH:4]=[CH:3][CH:2]=1.C1CCCCC1.C(OCC)C.[N:19]1[CH:24]=[CH:23][CH:22]=[CH:21][C:20]=1[C:25]1[CH:30]=[CH:29][CH:28]=[CH:27][N:26]=1.C(OCC)C. The catalyst is O. The product is [C:1]1([C:27]2[N:26]=[C:25]([C:20]3[CH:21]=[CH:22][CH:23]=[CH:24][N:19]=3)[CH:30]=[CH:29][CH:28]=2)[CH:6]=[CH:5][CH:4]=[CH:3][CH:2]=1. The yield is 0.554. (9) The reactants are Br[C:2]1[N:3]=[CH:4][C:5]([N:8]2[C:12]3[CH:13]=[CH:14][C:15]([O:17][CH3:18])=[CH:16][C:11]=3[N:10]=[C:9]2[C:19]([F:22])([F:21])[F:20])=[N:6][CH:7]=1.[NH3:23]. The catalyst is C(O)CO.O. The product is [CH3:18][O:17][C:15]1[CH:14]=[CH:13][C:12]2[N:8]([C:5]3[N:6]=[CH:7][C:2]([NH2:23])=[N:3][CH:4]=3)[C:9]([C:19]([F:22])([F:21])[F:20])=[N:10][C:11]=2[CH:16]=1. The yield is 0.400. (10) The reactants are C([O:5][C:6]([N:8]1[CH2:12][CH2:11][CH2:10][C@H:9]1[C:13]1[NH:14][C:15]([C:18]2[CH:52]=[CH:51][C:21]3[C:22]4[CH:32]=[CH:31][C:30]([C:33]5[NH:37][C:36]([C@@H:38]6[CH2:42][CH2:41][CH2:40][N:39]6[C:43]([O:45]C(C)(C)C)=O)=[N:35][C:34]=5[Cl:50])=[CH:29][C:23]=4[O:24][CH2:25][CH2:26][CH2:27][O:28][C:20]=3[CH:19]=2)=[CH:16][N:17]=1)=O)(C)(C)C.FC(F)(F)[C:55]([OH:57])=[O:56].C(N([CH:66]([CH3:68])[CH3:67])CC)(C)C.O.[N:70]1(O)[C:74]2C=CC=CC=2N=N1.[CH3:80]CN=C=NCCCN(C)C.Cl.[CH3:92][O:93][C:94]([NH:96][C@@H:97]([CH:101]([CH3:103])[CH3:102])C(O)=O)=[O:95]. The catalyst is C(Cl)Cl. The product is [CH3:80][O:57][C:55]([NH:70][C@@H:74]([CH:66]([CH3:67])[CH3:68])[C:6]([N:8]1[CH2:12][CH2:11][CH2:10][C@H:9]1[C:13]1[NH:14][C:15]([C:18]2[CH:52]=[CH:51][C:21]3[C:22]4[CH:32]=[CH:31][C:30]([C:33]5[NH:37][C:36]([C@@H:38]6[CH2:42][CH2:41][CH2:40][N:39]6[C:43](=[O:45])[C@@H:97]([NH:96][C:94](=[O:95])[O:93][CH3:92])[CH:101]([CH3:103])[CH3:102])=[N:35][C:34]=5[Cl:50])=[CH:29][C:23]=4[O:24][CH2:25][CH2:26][CH2:27][O:28][C:20]=3[CH:19]=2)=[CH:16][N:17]=1)=[O:5])=[O:56]. The yield is 0.400.